From a dataset of Reaction yield outcomes from USPTO patents with 853,638 reactions. Predict the reaction yield, written as a fraction of the theoretical maximum amount of product (1.0 means a 100% yield; for example, 0.34 means a 34% yield). (1) The reactants are O[Li].O.C([O:7][CH:8]1[C:12]2[N:13]=[CH:14][N:15]=[C:16]([N:17]3[CH2:22][CH2:21][N:20]([C:23]([O:25][C:26]([CH3:29])([CH3:28])[CH3:27])=[O:24])[CH2:19][CH2:18]3)[C:11]=2[C@H:10]([CH3:30])[CH2:9]1)(=O)C.C1COCC1.[NH4+].[Cl-]. The catalyst is O. The product is [OH:7][CH:8]1[C:12]2[N:13]=[CH:14][N:15]=[C:16]([N:17]3[CH2:22][CH2:21][N:20]([C:23]([O:25][C:26]([CH3:29])([CH3:28])[CH3:27])=[O:24])[CH2:19][CH2:18]3)[C:11]=2[C@H:10]([CH3:30])[CH2:9]1. The yield is 0.564. (2) The reactants are C1(P(C2C=CC=CC=2)C2C=CC=CC=2)C=CC=CC=1.[C:20]([C:24]1[CH:25]=[C:26]([CH:34]=[CH:35][C:36]2[CH:37]=[C:38]([CH:41]=[C:42]([CH:44]=[CH:45][C:46]3[CH:51]=[C:50]([C:52]([CH3:55])([CH3:54])[CH3:53])[CH:49]=[C:48]([C:56]([CH3:59])([CH3:58])[CH3:57])[CH:47]=3)[CH:43]=2)[CH:39]=O)[CH:27]=[C:28]([C:30]([CH3:33])([CH3:32])[CH3:31])[CH:29]=1)([CH3:23])([CH3:22])[CH3:21].[C:60]([Br:64])(Br)(Br)[Br:61]. The catalyst is ClCCl. The product is [Br:61][C:60]([Br:64])=[CH:39][C:38]1[CH:41]=[C:42]([CH:44]=[CH:45][C:46]2[CH:51]=[C:50]([C:52]([CH3:53])([CH3:54])[CH3:55])[CH:49]=[C:48]([C:56]([CH3:59])([CH3:57])[CH3:58])[CH:47]=2)[CH:43]=[C:36]([CH:35]=[CH:34][C:26]2[CH:25]=[C:24]([C:20]([CH3:23])([CH3:22])[CH3:21])[CH:29]=[C:28]([C:30]([CH3:33])([CH3:32])[CH3:31])[CH:27]=2)[CH:37]=1. The yield is 0.950. (3) The reactants are Cl[C:2]1[C:11]2[C:6](=[CH:7][C:8]([O:12][CH3:13])=[CH:9][CH:10]=2)[N:5]=[C:4]([N:14]2[CH:18]=[CH:17][C:16]([NH:19][CH:20]([CH3:22])[CH3:21])=[N:15]2)[CH:3]=1.O.C([O-])(=[O:26])C.[Na+]. The catalyst is C(O)(=O)C. The product is [OH:26][C:2]1[C:11]2[C:6](=[CH:7][C:8]([O:12][CH3:13])=[CH:9][CH:10]=2)[N:5]=[C:4]([N:14]2[CH:18]=[CH:17][C:16]([NH:19][CH:20]([CH3:22])[CH3:21])=[N:15]2)[CH:3]=1. The yield is 0.190. (4) The reactants are [Cl:1][C:2]1[N:7]=[C:6](Cl)[CH:5]=[CH:4][N:3]=1.[OH:9][C:10]1[CH:39]=[CH:38][CH:37]=[CH:36][C:11]=1[CH2:12][NH:13][C:14](=[O:35])[NH:15][C:16]1[N:20]([C:21]2[CH:22]=[C:23]([CH:28]=[CH:29][CH:30]=2)[C:24]([O:26][CH3:27])=[O:25])[N:19]=[C:18]([C:31]([CH3:34])([CH3:33])[CH3:32])[CH:17]=1.[OH-].[Na+].[Cl-].[NH4+]. The catalyst is CC(C)=O. The product is [Cl:1][C:2]1[N:7]=[C:6]([O:9][C:10]2[CH:39]=[CH:38][CH:37]=[CH:36][C:11]=2[CH2:12][NH:13][C:14](=[O:35])[NH:15][C:16]2[N:20]([C:21]3[CH:22]=[C:23]([CH:28]=[CH:29][CH:30]=3)[C:24]([O:26][CH3:27])=[O:25])[N:19]=[C:18]([C:31]([CH3:34])([CH3:33])[CH3:32])[CH:17]=2)[CH:5]=[CH:4][N:3]=1. The yield is 0.630. (5) The reactants are [Li]C(C)(C)C.C[C:7]1[CH:14]=[C:13]([CH:15]=[O:16])[CH:12]=[CH:11][C:8]=1[CH:9]=O.[NH4+].[Cl-].[OH:19][Li].O.C[CH2:23][O:24][CH2:25]C. The catalyst is CCCCC.C1COCC1.CO.O. The product is [CH3:23][O:24]/[CH:25]=[CH:9]/[C:8]1[CH:7]=[CH:14][C:13]([C:15]([OH:16])=[O:19])=[CH:12][CH:11]=1. The yield is 0.200. (6) The reactants are Br[C:2]1[CH:3]=[CH:4][C:5]([F:14])=[C:6]([C:8]2[CH:9]=[N:10][CH:11]=[CH:12][CH:13]=2)[CH:7]=1.C([O-])(=O)C.[K+].[B:20]1([B:20]2[O:24][C:23]([CH3:26])([CH3:25])[C:22]([CH3:28])([CH3:27])[O:21]2)[O:24][C:23]([CH3:26])([CH3:25])[C:22]([CH3:28])([CH3:27])[O:21]1. The catalyst is O1CCOCC1.C1C=CC([PH+]([C]2[CH][CH][CH][CH]2)C2C=CC=CC=2)=CC=1.C1C=CC([PH+]([C]2[CH][CH][CH][CH]2)C2C=CC=CC=2)=CC=1.C(Cl)Cl.Cl[Pd]Cl.[Fe]. The product is [F:14][C:5]1[CH:4]=[CH:3][C:2]([B:20]2[O:24][C:23]([CH3:26])([CH3:25])[C:22]([CH3:28])([CH3:27])[O:21]2)=[CH:7][C:6]=1[C:8]1[CH:9]=[N:10][CH:11]=[CH:12][CH:13]=1. The yield is 0.720. (7) The reactants are [NH:1]1[CH:5]=[C:4]([C:6]([O:8][CH2:9][CH3:10])=[O:7])[N:3]=[CH:2]1.C(=O)([O-])[O-].[K+].[K+].I[C:18]1[CH:25]=[CH:24][C:21]([C:22]#[N:23])=[CH:20][CH:19]=1.CN[C@H]1CCCC[C@@H]1NC. The catalyst is O1CCOCC1.[Cu]I. The product is [C:22]([C:21]1[CH:24]=[CH:25][C:18]([N:3]2[C:4]([C:6]([O:8][CH2:9][CH3:10])=[O:7])=[CH:5][N:1]=[CH:2]2)=[CH:19][CH:20]=1)#[N:23]. The yield is 0.0300. (8) The reactants are OC1CCN(CC2C=CC=CC=2)CC1.C([N:22]1[CH2:27][CH2:26][CH:25]([O:28][C:29](=[O:43])[NH:30][C:31]2[CH:36]=[CH:35][CH:34]=[CH:33][C:32]=2[C:37]2[CH:42]=[CH:41][CH:40]=[CH:39][CH:38]=2)[CH2:24][CH2:23]1)C1C=CC=CC=1.Cl.C([O-])=O.[NH4+]. The catalyst is C(O)C. The product is [NH:22]1[CH2:23][CH2:24][CH:25]([O:28][C:29](=[O:43])[NH:30][C:31]2[CH:36]=[CH:35][CH:34]=[CH:33][C:32]=2[C:37]2[CH:42]=[CH:41][CH:40]=[CH:39][CH:38]=2)[CH2:26][CH2:27]1. The yield is 1.00. (9) The reactants are [Cl:1][C:2]1[CH:3]=[C:4]([C:8](O)=[CH:9][C:10]2[CH:15]=[CH:14][N:13]=[CH:12][N:11]=2)[CH:5]=[CH:6][CH:7]=1.Cl.[NH2:18][OH:19].[OH-].[Na+]. The catalyst is CO. The product is [Cl:1][C:2]1[CH:3]=[C:4]([C:8](=[N:18][OH:19])[CH2:9][C:10]2[CH:15]=[CH:14][N:13]=[CH:12][N:11]=2)[CH:5]=[CH:6][CH:7]=1. The yield is 0.680.